From a dataset of Ames mutagenicity test results for genotoxicity prediction. Regression/Classification. Given a drug SMILES string, predict its toxicity properties. Task type varies by dataset: regression for continuous values (e.g., LD50, hERG inhibition percentage) or binary classification for toxic/non-toxic outcomes (e.g., AMES mutagenicity, cardiotoxicity, hepatotoxicity). Dataset: ames. (1) The compound is CNC(=O)N(O)C(=O)NC. The result is 0 (non-mutagenic). (2) The molecule is ClC(Cl)Br. The result is 1 (mutagenic). (3) The drug is O=[N+]([O-])c1ccc2c([N+](=O)[O-])cc3ccccc3c2c1. The result is 1 (mutagenic). (4) The molecule is C1CCC2OCCOCCOCCOCCOC3CCCCC3OCCOCCOCCOCCOC2C1. The result is 0 (non-mutagenic). (5) The compound is O=[N+]([O-])C([N+](=O)[O-])([N+](=O)[O-])[N+](=O)[O-]. The result is 1 (mutagenic).